From a dataset of NCI-60 drug combinations with 297,098 pairs across 59 cell lines. Regression. Given two drug SMILES strings and cell line genomic features, predict the synergy score measuring deviation from expected non-interaction effect. (1) Drug 1: C1=CC(=CC=C1C#N)C(C2=CC=C(C=C2)C#N)N3C=NC=N3. Drug 2: CS(=O)(=O)CCNCC1=CC=C(O1)C2=CC3=C(C=C2)N=CN=C3NC4=CC(=C(C=C4)OCC5=CC(=CC=C5)F)Cl. Cell line: MCF7. Synergy scores: CSS=10.8, Synergy_ZIP=-1.30, Synergy_Bliss=3.58, Synergy_Loewe=2.44, Synergy_HSA=2.80. (2) Drug 1: CC1=CC=C(C=C1)C2=CC(=NN2C3=CC=C(C=C3)S(=O)(=O)N)C(F)(F)F. Drug 2: N.N.Cl[Pt+2]Cl. Cell line: RXF 393. Synergy scores: CSS=25.0, Synergy_ZIP=0.206, Synergy_Bliss=-0.900, Synergy_Loewe=-23.6, Synergy_HSA=-3.21. (3) Drug 1: CC1CCC2CC(C(=CC=CC=CC(CC(C(=O)C(C(C(=CC(C(=O)CC(OC(=O)C3CCCCN3C(=O)C(=O)C1(O2)O)C(C)CC4CCC(C(C4)OC)OCCO)C)C)O)OC)C)C)C)OC. Drug 2: C1CN1C2=NC(=NC(=N2)N3CC3)N4CC4. Cell line: A549. Synergy scores: CSS=31.8, Synergy_ZIP=-1.77, Synergy_Bliss=-0.688, Synergy_Loewe=2.25, Synergy_HSA=3.32. (4) Drug 1: CCN(CC)CCNC(=O)C1=C(NC(=C1C)C=C2C3=C(C=CC(=C3)F)NC2=O)C. Drug 2: CC(C)NC(=O)C1=CC=C(C=C1)CNNC.Cl. Cell line: HCT116. Synergy scores: CSS=-6.80, Synergy_ZIP=-0.827, Synergy_Bliss=-8.01, Synergy_Loewe=-3.86, Synergy_HSA=-12.2. (5) Drug 1: CN(CC1=CN=C2C(=N1)C(=NC(=N2)N)N)C3=CC=C(C=C3)C(=O)NC(CCC(=O)O)C(=O)O. Drug 2: CC1CCCC2(C(O2)CC(NC(=O)CC(C(C(=O)C(C1O)C)(C)C)O)C(=CC3=CSC(=N3)C)C)C. Cell line: SR. Synergy scores: CSS=82.4, Synergy_ZIP=-0.801, Synergy_Bliss=-1.19, Synergy_Loewe=-2.76, Synergy_HSA=0.00888. (6) Drug 1: CC1=C(C=C(C=C1)NC2=NC=CC(=N2)N(C)C3=CC4=NN(C(=C4C=C3)C)C)S(=O)(=O)N.Cl. Drug 2: C1C(C(OC1N2C=NC3=C(N=C(N=C32)Cl)N)CO)O. Cell line: NCI/ADR-RES. Synergy scores: CSS=36.6, Synergy_ZIP=-5.84, Synergy_Bliss=1.77, Synergy_Loewe=-59.1, Synergy_HSA=0.763. (7) Drug 1: C1=NC2=C(N1)C(=S)N=CN2. Drug 2: CCCCCOC(=O)NC1=NC(=O)N(C=C1F)C2C(C(C(O2)C)O)O. Cell line: RXF 393. Synergy scores: CSS=2.04, Synergy_ZIP=-2.45, Synergy_Bliss=-1.86, Synergy_Loewe=-1.18, Synergy_HSA=-1.06. (8) Drug 1: CNC(=O)C1=NC=CC(=C1)OC2=CC=C(C=C2)NC(=O)NC3=CC(=C(C=C3)Cl)C(F)(F)F. Drug 2: CCN(CC)CCCC(C)NC1=C2C=C(C=CC2=NC3=C1C=CC(=C3)Cl)OC. Cell line: OVCAR-8. Synergy scores: CSS=12.7, Synergy_ZIP=-10.7, Synergy_Bliss=-12.2, Synergy_Loewe=-14.9, Synergy_HSA=-11.8. (9) Drug 1: C1=CC(=CC=C1C#N)C(C2=CC=C(C=C2)C#N)N3C=NC=N3. Drug 2: C(=O)(N)NO. Synergy scores: CSS=2.92, Synergy_ZIP=-2.69, Synergy_Bliss=-5.67, Synergy_Loewe=1.45, Synergy_HSA=-6.56. Cell line: NCI-H322M. (10) Drug 1: C1=C(C(=O)NC(=O)N1)F. Drug 2: CC(C)CN1C=NC2=C1C3=CC=CC=C3N=C2N. Cell line: UACC-257. Synergy scores: CSS=28.1, Synergy_ZIP=12.9, Synergy_Bliss=12.0, Synergy_Loewe=10.5, Synergy_HSA=10.6.